This data is from Peptide-MHC class I binding affinity with 185,985 pairs from IEDB/IMGT. The task is: Regression. Given a peptide amino acid sequence and an MHC pseudo amino acid sequence, predict their binding affinity value. This is MHC class I binding data. The peptide sequence is TSCAPMMQK. The MHC is HLA-A02:03 with pseudo-sequence HLA-A02:03. The binding affinity (normalized) is 0.0847.